From a dataset of Experimentally validated miRNA-target interactions with 360,000+ pairs, plus equal number of negative samples. Binary Classification. Given a miRNA mature sequence and a target amino acid sequence, predict their likelihood of interaction. (1) The miRNA is hsa-miR-1285-3p with sequence UCUGGGCAACAAAGUGAGACCU. The protein sequence of the target gene is MATLSFVFLLLGAVSWPPASASGQEFWPGQSAADILSGAASRRRYLLYDVNPPEGFNLRRDVYIRIASLLKTLLKTEEWVLVLPPWGRLYHWQSPDIHQVRIPWSEFFDLPSLNKNIPVIEYEQFIAESGGPFIDQVYVLQSYAEGWKEGTWEEKVDERPCIDQLLYSQDKHEYYRGWFWGYEETRGLNVSCLSVQGSASIVAPLLLRNTSARSVMLDRAENLLHDHYGGKEYWDTRRSMVFARHLREVGDEFRSRHLNSTDDADRIPFQEDWMKMKVKLGSALGGPYLGVHLRRKDFIW.... Result: 1 (interaction). (2) The miRNA is hsa-miR-876-5p with sequence UGGAUUUCUUUGUGAAUCACCA. The protein sequence of the target gene is MAARAGFQSVAPSGGAGASGGAGVAAALGPGGTPGPPVRMGPAPGQGLYRSPMPGAAYPRPGMLPGSRMTPQGPSMGPPGYGGNPSVRPGLAQSGMDQSRKRPAPQQIQQVQQQAVQNRNHNAKKKKMADKILPQRIRELVPESQAYMDLLAFERKLDQTIMRKRLDIQEALKRPIKQKRKLRIFISNTFNPAKSDAEDGEGTVASWELRVEGRLLEDAALSKYDATKQKRKFSSFFKSLVIELDKDLYGPDNHLVEWHRTATTQETDGFQVKRPGDVNVRCTVLLMLDYQPPQFKLDPR.... Result: 0 (no interaction). (3) The miRNA is hsa-miR-4739 with sequence AAGGGAGGAGGAGCGGAGGGGCCCU. The protein sequence of the target gene is MSAKRAELKKTHLSKNYKAVCLELKPEPTKTFDYKAVKQEGRFTKAGVTQDLKNELREVREELKEKMEEIKQIKDLMDKDFDKLHEFVEIMKEMQKDMDEKMDILINTQKNYKLPLRRAPKEQQELRLMGKTHREPQLRPKKMDGASGVNGAPCALHKKTMAPQKTKQGSLDPLHHCGTCCEKCLLCALKNNYNRGNIPSEASGLYKGGEEPVTTQPSVGHAVPAPKSQTEGR. Result: 0 (no interaction). (4) The miRNA is hsa-miR-877-3p with sequence UCCUCUUCUCCCUCCUCCCAG. The protein sequence of the target gene is MSDMVERTLTALPGLFLQNQLGGPAASRAPFFSRLGGLIRGVTALSSKHEEEKLIQQELSSLKATVSAPTTTLKTMKECMVRLIYCEMLGYDASFGYIHAIKLAQQGNLLEKRVGYLAVSLFLHESHELLLLLVNTVVKDLQSTNLVEVCMALTVVSQIFPREMIPAVLPLIEDKLQHSKEIIRRKAVLALYKFYLIAPNQVQHIHTKFRKALCDRDVGVMAASLHIYLRMIKENASGYKDLTESFVTILKQVVGGKLPVEFSYHSVPAPWLQIQLLRILGLLGKDDERTSELMYDVLDE.... Result: 0 (no interaction). (5) The miRNA is mmu-miR-9-5p with sequence UCUUUGGUUAUCUAGCUGUAUGA. The protein sequence of the target gene is MPADIMEKNSSSPVAATPASVNTTPDKPKTASEHRKSSKPIMEKRRRARINESLSQLKTLILDALKKDSSRHSKLEKADILEMTVKHLRNLQRAQMTAALSTDPSVLGKYRAGFSECMNEVTRFLSTCEGVNTEVRTRLLGHLANCMTQINAMTYPGQAHPALQAPPPPPPSGPAGPQHAPFAPPPPPLVPIPGGAAPPPGSAPCKLGSQAGEAAKVFGGFQVVPAPDGQFAFLIPNGAFAHSGPVIPVYTSNSGTSVGPNAVSPSSGSSLTSDSMWRPWRN. Result: 1 (interaction).